The task is: Predict the product of the given reaction.. This data is from Forward reaction prediction with 1.9M reactions from USPTO patents (1976-2016). (1) Given the reactants [Br:1][C:2]1[CH:12]=[CH:11][C:5]2[O:6][CH2:7][C:8](=O)[NH:9][C:4]=2[CH:3]=1.[H-].[H-].[H-].[H-].[Li+].[Al+3], predict the reaction product. The product is: [Br:1][C:2]1[CH:12]=[CH:11][C:5]2[O:6][CH2:7][CH2:8][NH:9][C:4]=2[CH:3]=1. (2) Given the reactants COC1C(OC)=CC2N(C)C(=O)CN=C(C3C=CC=C(C#CCCCC)C=3)C=2C=1.[C:30]([O:34][C:35](=[O:63])[NH:36][C:37]#[C:38][CH2:39][C:40]1[CH:45]=[CH:44][CH:43]=[C:42]([C:46]2[C:52]3[CH:53]=[C:54]([O:59][CH3:60])[C:55]([O:57][CH3:58])=[CH:56][C:51]=3[N:50]([CH3:61])[C:49](=[O:62])[CH2:48][N:47]=2)[CH:41]=1)([CH3:33])([CH3:32])[CH3:31], predict the reaction product. The product is: [C:30]([O:34][C:35](=[O:63])[NH:36][CH2:37][CH2:38][CH2:39][C:40]1[CH:45]=[CH:44][CH:43]=[C:42]([C:46]2[C:52]3[CH:53]=[C:54]([O:59][CH3:60])[C:55]([O:57][CH3:58])=[CH:56][C:51]=3[N:50]([CH3:61])[C:49](=[O:62])[CH2:48][N:47]=2)[CH:41]=1)([CH3:31])([CH3:33])[CH3:32]. (3) Given the reactants Cl[C:2]1[C:7]([CH:8]=[CH:9][C:10]([OH:12])=[O:11])=[CH:6][CH:5]=[C:4]([C:13]([F:16])([F:15])[F:14])[N:3]=1.[CH3:17][O:18][CH:19]1[CH2:23][CH2:22][NH:21][CH2:20]1.CN(C=O)C, predict the reaction product. The product is: [CH3:17][O:18][CH:19]1[CH2:23][CH2:22][N:21]([C:2]2[C:7]([CH:8]=[CH:9][C:10]([OH:12])=[O:11])=[CH:6][CH:5]=[C:4]([C:13]([F:16])([F:15])[F:14])[N:3]=2)[CH2:20]1. (4) Given the reactants [C:1]([O:4][C:5]([CH3:16])([CH2:8][CH2:9][CH:10]=[C:11]([CH3:15])[CH2:12][CH2:13][CH3:14])[C:6]#[CH:7])(=[O:3])[CH3:2].[H][H], predict the reaction product. The product is: [C:1]([O:4][C:5]([CH3:16])([CH2:8][CH2:9][CH:10]=[C:11]([CH3:15])[CH2:12][CH2:13][CH3:14])[CH2:6][CH3:7])(=[O:3])[CH3:2]. (5) Given the reactants [F:1][C:2]1[CH:7]=[CH:6][C:5]([C:8]2[C:12]3[CH2:13][NH:14][CH2:15][CH2:16][C:11]=3[N:10]([CH:17]([C:19]3[CH:24]=[CH:23][C:22]([F:25])=[CH:21][CH:20]=3)[CH3:18])[N:9]=2)=[CH:4][CH:3]=1.C(N(CC)CC)C.[CH3:33][S:34](Cl)(=[O:36])=[O:35], predict the reaction product. The product is: [F:1][C:2]1[CH:7]=[CH:6][C:5]([C:8]2[C:12]3[CH2:13][N:14]([S:34]([CH3:33])(=[O:36])=[O:35])[CH2:15][CH2:16][C:11]=3[N:10]([C@@H:17]([C:19]3[CH:20]=[CH:21][C:22]([F:25])=[CH:23][CH:24]=3)[CH3:18])[N:9]=2)=[CH:4][CH:3]=1.